Task: Regression. Given a peptide amino acid sequence and an MHC pseudo amino acid sequence, predict their binding affinity value. This is MHC class I binding data.. Dataset: Peptide-MHC class I binding affinity with 185,985 pairs from IEDB/IMGT The peptide sequence is ALDCQIYGA. The MHC is HLA-A68:02 with pseudo-sequence HLA-A68:02. The binding affinity (normalized) is 0.